This data is from Peptide-MHC class II binding affinity with 134,281 pairs from IEDB. The task is: Regression. Given a peptide amino acid sequence and an MHC pseudo amino acid sequence, predict their binding affinity value. This is MHC class II binding data. The peptide sequence is PALLALLALPALLLL. The MHC is DRB1_0901 with pseudo-sequence DRB1_0901. The binding affinity (normalized) is 0.402.